Task: Predict the product of the given reaction.. Dataset: Forward reaction prediction with 1.9M reactions from USPTO patents (1976-2016) (1) Given the reactants C[O:2][C:3]([CH:5]1[CH2:10][CH2:9][N:8]([C:11](=[O:35])[C:12]2[CH:17]=[CH:16][CH:15]=[CH:14][C:13]=2[C:18]2[C:19]3[C:24]([O:25][C:26]4[C:31]=2[CH:30]=[CH:29][C:28](=[O:32])[CH:27]=4)=[CH:23][C:22]([O:33][CH3:34])=[CH:21][CH:20]=3)[CH2:7][CH2:6]1)=[O:4].[OH-].[Na+].Cl.C(OCC)(=O)C.CO.C(O)(=O)C, predict the reaction product. The product is: [CH3:34][O:33][C:22]1[CH:23]=[C:24]2[C:19](=[CH:20][CH:21]=1)[C:18]([C:13]1[CH:14]=[CH:15][CH:16]=[CH:17][C:12]=1[C:11]([N:8]1[CH2:9][CH2:10][CH:5]([C:3]([OH:4])=[O:2])[CH2:6][CH2:7]1)=[O:35])=[C:31]1[C:26](=[CH:27][C:28](=[O:32])[CH:29]=[CH:30]1)[O:25]2. (2) Given the reactants [NH2:1][C:2]1[CH:7]=[CH:6][C:5](Br)=[CH:4][C:3]=1[NH:9][C:10](=[O:19])[C:11]1[CH:16]=[CH:15][C:14]([O:17][CH3:18])=[CH:13][CH:12]=1.[B:20]1([B:20]2[O:24][C:23]([CH3:26])([CH3:25])[C:22]([CH3:28])([CH3:27])[O:21]2)[O:24][C:23]([CH3:26])([CH3:25])[C:22]([CH3:28])([CH3:27])[O:21]1.[F-].[K+], predict the reaction product. The product is: [NH2:1][C:2]1[CH:7]=[CH:6][C:5]([B:20]2[O:24][C:23]([CH3:26])([CH3:25])[C:22]([CH3:28])([CH3:27])[O:21]2)=[CH:4][C:3]=1[NH:9][C:10](=[O:19])[C:11]1[CH:16]=[CH:15][C:14]([O:17][CH3:18])=[CH:13][CH:12]=1. (3) Given the reactants [Cl:1][C:2]1[CH:7]=[CH:6][C:5]([C:8]2[CH:23]=[CH:22][C:11]3[NH:12][C:13](=[O:21])[CH:14]4[CH2:20][NH:19][CH2:18][CH2:17][N:15]4[CH2:16][C:10]=3[CH:9]=2)=[CH:4][CH:3]=1.CCN([CH:30]([CH3:32])[CH3:31])C(C)C.[CH:33]1C=C2N=NN(O)C2=CC=1.O.CN([CH:47]=[O:48])C.[C:49](OCC)(=[O:51])C, predict the reaction product. The product is: [Cl:1][C:2]1[CH:3]=[CH:4][C:5]([C:8]2[CH:23]=[CH:22][C:11]3[NH:12][C:13](=[O:21])[CH:14]4[CH2:20][N:19]([C:47](=[O:48])[C@@H:49]([OH:51])[C:30]([CH3:31])([CH3:32])[CH3:33])[CH2:18][CH2:17][N:15]4[CH2:16][C:10]=3[CH:9]=2)=[CH:6][CH:7]=1. (4) Given the reactants [F:1][C:2]1[CH:7]=[CH:6][CH:5]=[CH:4][C:3]=1[C:8]1[CH:20]=[CH:19][C:18]([C:21](O)=[O:22])=[C:17]2[C:9]=1[C:10]1[CH2:11][CH2:12][CH2:13][CH2:14][C:15]=1[NH:16]2.C(Cl)CCl.C1C=CC2N(O)N=[N:34]C=2C=1.[OH-].[NH4+], predict the reaction product. The product is: [F:1][C:2]1[CH:7]=[CH:6][CH:5]=[CH:4][C:3]=1[C:8]1[CH:20]=[CH:19][C:18]([C:21]([NH2:34])=[O:22])=[C:17]2[C:9]=1[C:10]1[CH2:11][CH2:12][CH2:13][CH2:14][C:15]=1[NH:16]2. (5) Given the reactants [CH:1]1[C:10]2[C:5](=[C:6](OS(C(F)(F)F)(=O)=O)[CH:7]=[CH:8][CH:9]=2)[CH:4]=[CH:3][N:2]=1.[C:19]([N:26]1[CH2:31][CH2:30][NH:29][CH2:28][CH2:27]1)([O:21][C:22]([CH3:25])([CH3:24])[CH3:23])=[O:20], predict the reaction product. The product is: [C:22]([O:21][C:19]([N:26]1[CH2:31][CH2:30][N:29]([C:6]2[CH:7]=[CH:8][CH:9]=[C:10]3[C:5]=2[CH:4]=[CH:3][N:2]=[CH:1]3)[CH2:28][CH2:27]1)=[O:20])([CH3:25])([CH3:23])[CH3:24].